Dataset: Full USPTO retrosynthesis dataset with 1.9M reactions from patents (1976-2016). Task: Predict the reactants needed to synthesize the given product. Given the product [CH2:1]([C:3]1[C:13]([CH2:14][C:15]2[CH:16]=[CH:17][C:18]([O:19][CH2:20][CH2:21][O:22][S:26]([CH3:25])(=[O:28])=[O:27])=[CH:23][CH:24]=2)=[C:6]2[N:7]=[C:8]([CH3:12])[CH:9]=[C:10]([CH3:11])[N:5]2[N:4]=1)[CH3:2], predict the reactants needed to synthesize it. The reactants are: [CH2:1]([C:3]1[C:13]([CH2:14][C:15]2[CH:24]=[CH:23][C:18]([O:19][CH2:20][CH2:21][OH:22])=[CH:17][CH:16]=2)=[C:6]2[N:7]=[C:8]([CH3:12])[CH:9]=[C:10]([CH3:11])[N:5]2[N:4]=1)[CH3:2].[CH3:25][S:26](Cl)(=[O:28])=[O:27].CCN(CC)CC.